From a dataset of Forward reaction prediction with 1.9M reactions from USPTO patents (1976-2016). Predict the product of the given reaction. (1) Given the reactants Br[C:2]1[CH:7]=[CH:6][C:5]([Cl:8])=[CH:4][C:3]=1[CH3:9].[CH:10]([C:12]1[CH:13]=[C:14](B(O)O)[CH:15]=[CH:16][C:17]=1[O:18][CH3:19])=[O:11], predict the reaction product. The product is: [Cl:8][C:5]1[CH:6]=[CH:7][C:2]([C:14]2[CH:15]=[CH:16][C:17]([O:18][CH3:19])=[C:12]([CH:10]=[O:11])[CH:13]=2)=[C:3]([CH3:9])[CH:4]=1. (2) Given the reactants C(OC(=O)[NH:10][C@H:11]([CH2:16][O:17][Si:18]([C:31]([CH3:34])([CH3:33])[CH3:32])([C:25]1[CH:30]=[CH:29][CH:28]=[CH:27][CH:26]=1)[C:19]1[CH:24]=[CH:23][CH:22]=[CH:21][CH:20]=1)[C@@H:12]([CH3:15])[CH2:13][CH3:14])C1C=CC=CC=1, predict the reaction product. The product is: [Si:18]([O:17][CH2:16][C@@H:11]([NH2:10])[C@@H:12]([CH3:15])[CH2:13][CH3:14])([C:31]([CH3:33])([CH3:34])[CH3:32])([C:25]1[CH:26]=[CH:27][CH:28]=[CH:29][CH:30]=1)[C:19]1[CH:20]=[CH:21][CH:22]=[CH:23][CH:24]=1. (3) Given the reactants BrC1N=CC(C(N2CCN(C3C(C)=CC(CC)=CN=3)CC2)=O)=CC=1.COC1C=CC(CN2CC(C)NC2=O)=CC=1.[CH2:41]([C:43]1[CH:44]=[C:45]([CH3:79])[C:46]([N:49]2[CH2:54][CH2:53][N:52]([C:55]([C:57]3[CH:58]=[CH:59][C:60]([N:63]4[CH:67]([CH3:68])[CH2:66][N:65](CC5C=CC(OC)=CC=5)[C:64]4=[O:78])=[N:61][CH:62]=3)=[O:56])[CH2:51][CH2:50]2)=[N:47][CH:48]=1)[CH3:42], predict the reaction product. The product is: [CH2:41]([C:43]1[CH:44]=[C:45]([CH3:79])[C:46]([N:49]2[CH2:54][CH2:53][N:52]([C:55]([C:57]3[CH:58]=[CH:59][C:60]([N:63]4[CH:67]([CH3:68])[CH2:66][NH:65][C:64]4=[O:78])=[N:61][CH:62]=3)=[O:56])[CH2:51][CH2:50]2)=[N:47][CH:48]=1)[CH3:42]. (4) Given the reactants [NH2:1][C:2]1[C:7]([C:8]2[CH:9]=[C:10]([NH:16][C:17]([NH2:19])=[O:18])[CH:11]=[C:12]([O:14]C)[CH:13]=2)=[C:6]([NH:20][C@H:21]([C:23]2[N:28]([C:29]3[CH:34]=[CH:33][CH:32]=[CH:31][CH:30]=3)[C:27](=[O:35])[C:26]3=[C:36]([CH3:39])[CH:37]=[CH:38][N:25]3[N:24]=2)[CH3:22])[N:5]=[CH:4][N:3]=1.B(Br)(Br)Br, predict the reaction product. The product is: [NH2:1][C:2]1[C:7]([C:8]2[CH:9]=[C:10]([NH:16][C:17]([NH2:19])=[O:18])[CH:11]=[C:12]([OH:14])[CH:13]=2)=[C:6]([NH:20][C@H:21]([C:23]2[N:28]([C:29]3[CH:34]=[CH:33][CH:32]=[CH:31][CH:30]=3)[C:27](=[O:35])[C:26]3=[C:36]([CH3:39])[CH:37]=[CH:38][N:25]3[N:24]=2)[CH3:22])[N:5]=[CH:4][N:3]=1. (5) Given the reactants [BH4-].[Li+].C[O:4][C:5](=O)[CH2:6][CH:7]([C:10]1[CH:15]=[CH:14][C:13]([Br:16])=[CH:12][C:11]=1[CH3:17])[C:8]#[N:9].OS([O-])(=O)=O.[K+].[O-]S([O-])(=O)=O.[Na+].[Na+], predict the reaction product. The product is: [Br:16][C:13]1[CH:14]=[CH:15][C:10]([CH:7]([CH2:6][CH2:5][OH:4])[C:8]#[N:9])=[C:11]([CH3:17])[CH:12]=1. (6) Given the reactants [OH:1][C@@H:2]1[CH2:6][CH2:5][N:4]([C:7]2[CH:12]=[CH:11][C:10]([S:13]([NH:16][C:17]3[S:18][CH:19]=[CH:20][N:21]=3)(=[O:15])=[O:14])=[CH:9][CH:8]=2)[C:3]1=[O:22].CN(C=O)C.C(N(C(C)C)CC)(C)C.[F:37][C:38]1[CH:43]=[CH:42][C:41]([S:44](Cl)(=[O:46])=[O:45])=[CH:40][CH:39]=1, predict the reaction product. The product is: [F:37][C:38]1[CH:43]=[CH:42][C:41]([S:44]([N:16]([S:13]([C:10]2[CH:11]=[CH:12][C:7]([N:4]3[CH2:5][CH2:6][C@@H:2]([OH:1])[C:3]3=[O:22])=[CH:8][CH:9]=2)(=[O:14])=[O:15])[C:17]2[S:18][CH:19]=[CH:20][N:21]=2)(=[O:46])=[O:45])=[CH:40][CH:39]=1. (7) Given the reactants [NH:1]1[C:9]2[C:4](=[CH:5][C:6]([CH:10]([C:17]3[CH:22]=[CH:21][CH:20]=[CH:19][CH:18]=3)[C:11]([CH3:16])([CH3:15])[C:12](O)=[O:13])=[CH:7][CH:8]=2)[CH:3]=[N:2]1.[NH2:23][C:24]1[S:25][CH:26]=[N:27][N:28]=1, predict the reaction product. The product is: [NH:1]1[C:9]2[C:4](=[CH:5][C:6]([CH:10]([C:17]3[CH:22]=[CH:21][CH:20]=[CH:19][CH:18]=3)[C:11]([CH3:16])([CH3:15])[C:12]([NH:23][C:24]3[S:25][CH:26]=[N:27][N:28]=3)=[O:13])=[CH:7][CH:8]=2)[CH:3]=[N:2]1.